This data is from Catalyst prediction with 721,799 reactions and 888 catalyst types from USPTO. The task is: Predict which catalyst facilitates the given reaction. The catalyst class is: 6. Reactant: [CH2:1]([O:8][C:9]1[CH:10]=[CH:11][C:12]2[C:13]3[N:21]([CH2:22][CH2:23][O:24][Si](C(C)(C)C)(C)C)[C:20]([CH2:32][Cl:33])=[N:19][C:14]=3[CH:15]=[N:16][C:17]=2[CH:18]=1)[C:2]1[CH:7]=[CH:6][CH:5]=[CH:4][CH:3]=1.C(O)(=O)C. Product: [CH2:1]([O:8][C:9]1[CH:10]=[CH:11][C:12]2[C:13]3[N:21]([CH2:22][CH2:23][OH:24])[C:20]([CH2:32][Cl:33])=[N:19][C:14]=3[CH:15]=[N:16][C:17]=2[CH:18]=1)[C:2]1[CH:7]=[CH:6][CH:5]=[CH:4][CH:3]=1.